This data is from TCR-epitope binding with 47,182 pairs between 192 epitopes and 23,139 TCRs. The task is: Binary Classification. Given a T-cell receptor sequence (or CDR3 region) and an epitope sequence, predict whether binding occurs between them. (1) The epitope is KTWGQYWQV. The TCR CDR3 sequence is CASSPGWGNTEAFF. Result: 0 (the TCR does not bind to the epitope). (2) The epitope is YLQPRTFLL. The TCR CDR3 sequence is CASSQDIEQYF. Result: 1 (the TCR binds to the epitope). (3) The epitope is NLVPMVATV. The TCR CDR3 sequence is CASSIEGSSSYEQYF. Result: 1 (the TCR binds to the epitope).